This data is from Forward reaction prediction with 1.9M reactions from USPTO patents (1976-2016). The task is: Predict the product of the given reaction. (1) Given the reactants [CH3:1][C:2]1([CH3:16])[C:7]2[CH:8]=[C:9](B(O)O)[CH:10]=[CH:11][C:6]=2[NH:5][C:4](=[O:15])[O:3]1.Br[C:18]1[S:22][C:21]([C:23]#[N:24])=[CH:20][C:19]=1[CH3:25], predict the reaction product. The product is: [CH3:1][C:2]1([CH3:16])[O:3][C:4](=[O:15])[NH:5][C:6]2[CH:11]=[CH:10][C:9]([C:18]3[S:22][C:21]([C:23]#[N:24])=[CH:20][C:19]=3[CH3:25])=[CH:8][C:7]1=2. (2) Given the reactants C[O:2][C:3](OC)([CH2:24][O:25][CH2:26][CH2:27][CH2:28][CH2:29][CH2:30][CH2:31][CH2:32][CH2:33]/[CH:34]=[CH:35]\[CH2:36]/[CH:37]=[CH:38]\[CH2:39][CH2:40][CH2:41][CH2:42][CH3:43])[CH2:4][O:5][CH2:6][CH2:7][CH2:8][CH2:9][CH2:10][CH2:11][CH2:12][CH2:13]/[CH:14]=[CH:15]\[CH2:16]/[CH:17]=[CH:18]\[CH2:19][CH2:20][CH2:21][CH2:22][CH3:23].Cl, predict the reaction product. The product is: [CH2:6]([O:5][CH2:4][C:3](=[O:2])[CH2:24][O:25][CH2:26][CH2:27][CH2:28][CH2:29][CH2:30][CH2:31][CH2:32][CH2:33]/[CH:34]=[CH:35]\[CH2:36]/[CH:37]=[CH:38]\[CH2:39][CH2:40][CH2:41][CH2:42][CH3:43])[CH2:7][CH2:8][CH2:9][CH2:10][CH2:11][CH2:12][CH2:13]/[CH:14]=[CH:15]\[CH2:16]/[CH:17]=[CH:18]\[CH2:19][CH2:20][CH2:21][CH2:22][CH3:23]. (3) Given the reactants C(OC(=O)[NH:7][CH:8]1[CH2:12][CH2:11][CH2:10][CH:9]1[O:13][C:14]1[CH:19]=[C:18]([F:20])[CH:17]=[CH:16][C:15]=1[NH:21][C:22]1[C:23]2[C:30]([CH3:31])=[C:29]([C:32](=[O:34])[NH2:33])[S:28][C:24]=2[N:25]=[CH:26][N:27]=1)(C)(C)C.FC(F)(F)C(O)=O, predict the reaction product. The product is: [NH2:7][C@H:8]1[CH2:12][CH2:11][CH2:10][C@@H:9]1[O:13][C:14]1[CH:19]=[C:18]([F:20])[CH:17]=[CH:16][C:15]=1[NH:21][C:22]1[C:23]2[C:30]([CH3:31])=[C:29]([C:32]([NH2:33])=[O:34])[S:28][C:24]=2[N:25]=[CH:26][N:27]=1. (4) Given the reactants [N+:1]([C:4]1[CH:12]=[CH:11][CH:10]=[C:9]2[C:5]=1[CH:6]=[CH:7][N:8]2[CH2:13][C:14]1[CH:19]=[CH:18][N:17]=[C:16]2[NH:20][CH:21]=[CH:22][C:15]=12)([O-:3])=[O:2].[CH3:23][C:24]([O:27][C:28](O[C:28]([O:27][C:24]([CH3:26])([CH3:25])[CH3:23])=[O:29])=[O:29])([CH3:26])[CH3:25], predict the reaction product. The product is: [N+:1]([C:4]1[CH:12]=[CH:11][CH:10]=[C:9]2[C:5]=1[CH:6]=[CH:7][N:8]2[CH2:13][C:14]1[CH:19]=[CH:18][N:17]=[C:16]2[N:20]([C:28]([O:27][C:24]([CH3:26])([CH3:25])[CH3:23])=[O:29])[CH:21]=[CH:22][C:15]=12)([O-:3])=[O:2]. (5) The product is: [CH3:1][N:2]1[C:11]2[NH:10][C:9]3[CH:12]=[C:13]([CH3:16])[CH:14]=[CH:15][C:8]=3[NH:7][CH2:6][C:5]=2[CH:4]=[N:3]1. Given the reactants [CH3:1][N:2]1[C:11]2[NH:10][C:9]3[CH:12]=[C:13]([CH3:16])[CH:14]=[CH:15][C:8]=3[NH:7][C:6](=O)[C:5]=2[CH:4]=[N:3]1.[H-].[Al+3].[Li+].[H-].[H-].[H-].N, predict the reaction product. (6) Given the reactants [Br:1][C:2]1[CH:3]=[CH:4][C:5]([Cl:20])=[C:6]([C:8]([C:10]2[CH:15]=[CH:14][C:13]([O:16][CH2:17][CH3:18])=[C:12]([F:19])[CH:11]=2)=[O:9])[CH:7]=1.[BH4-].[Na+], predict the reaction product. The product is: [Br:1][C:2]1[CH:3]=[CH:4][C:5]([Cl:20])=[C:6]([CH:8]([C:10]2[CH:15]=[CH:14][C:13]([O:16][CH2:17][CH3:18])=[C:12]([F:19])[CH:11]=2)[OH:9])[CH:7]=1. (7) Given the reactants Br[C:2]1[C:10]2[O:9][CH2:8][O:7][C:6]=2[CH:5]=[C:4]([CH2:11][CH:12]([CH3:14])[CH3:13])[CH:3]=1.[Li]CCCC.C([O:23][B:24](OC(C)C)[O:25]C(C)C)(C)C.Cl, predict the reaction product. The product is: [CH2:11]([C:4]1[CH:3]=[C:2]([B:24]([OH:25])[OH:23])[C:10]2[O:9][CH2:8][O:7][C:6]=2[CH:5]=1)[CH:12]([CH3:14])[CH3:13]. (8) Given the reactants [Cl:1][C:2]1[C:7]([C:8](O)=[O:9])=[C:6]([O:11][CH3:12])[N:5]=[C:4]([S:13][CH3:14])[N:3]=1.S(Cl)([Cl:17])=O, predict the reaction product. The product is: [Cl:1][C:2]1[C:7]([C:8]([Cl:17])=[O:9])=[C:6]([O:11][CH3:12])[N:5]=[C:4]([S:13][CH3:14])[N:3]=1.